Dataset: Reaction yield outcomes from USPTO patents with 853,638 reactions. Task: Predict the reaction yield, written as a fraction of the theoretical maximum amount of product (1.0 means a 100% yield; for example, 0.34 means a 34% yield). (1) The reactants are [S:1]1[CH:5]=[CH:4][C:3]([CH:6]2[O:10][CH2:9][CH2:8][O:7]2)=[CH:2]1.[CH2:11]([Li])CCC.CI.O. The catalyst is O1CCCC1.CCCCCC. The product is [CH3:11][C:2]1[S:1][CH:5]=[CH:4][C:3]=1[CH:6]1[O:10][CH2:9][CH2:8][O:7]1. The yield is 0.710. (2) The reactants are [CH2:1]([N:3]1[CH2:20][CH:19]([C:21]2[CH:26]=[CH:25][CH:24]=[CH:23][CH:22]=2)[O:18][C:5]2([CH2:10][CH2:9][N:8](C(OC(C)(C)C)=O)[CH2:7][CH2:6]2)[CH2:4]1)[CH3:2].FC(F)(F)C(O)=O. The catalyst is C(Cl)Cl. The product is [CH2:1]([N:3]1[CH2:20][CH:19]([C:21]2[CH:26]=[CH:25][CH:24]=[CH:23][CH:22]=2)[O:18][C:5]2([CH2:10][CH2:9][NH:8][CH2:7][CH2:6]2)[CH2:4]1)[CH3:2]. The yield is 1.00. (3) The reactants are [C:1]([O:5][C:6](=[O:14])[NH:7][CH:8]1[CH2:13][CH2:12][NH:11][CH2:10][CH2:9]1)([CH3:4])([CH3:3])[CH3:2].[CH3:15][O:16][C:17]1[CH:18]=[C:19]2[C:28](=[CH:29][CH:30]=1)[N:27]=[CH:26][C:25]1[O:24][CH2:23][C:22](=O)[CH2:21][C:20]2=1.C(O)(=O)C.C([BH3-])#N.[Na+]. The catalyst is ClCCCl.O1CCCC1.CO. The product is [C:1]([O:5][C:6](=[O:14])[NH:7][CH:8]1[CH2:13][CH2:12][N:11]([CH:22]2[CH2:21][C:20]3[C:19]4[C:28](=[CH:29][CH:30]=[C:17]([O:16][CH3:15])[CH:18]=4)[N:27]=[CH:26][C:25]=3[O:24][CH2:23]2)[CH2:10][CH2:9]1)([CH3:4])([CH3:2])[CH3:3]. The yield is 0.0600. (4) No catalyst specified. The yield is 0.630. The reactants are [CH2:1]([O:8][N:9]1[C:15](=[O:16])[N:14]2[CH2:17][C@H:10]1[CH2:11][CH2:12][C@H:13]2[C:18]([OH:20])=O)[C:2]1[CH:7]=[CH:6][CH:5]=[CH:4][CH:3]=1.[NH2:21][O:22][CH2:23][CH2:24][CH2:25][NH:26][C:27](=[O:33])[O:28][C:29]([CH3:32])([CH3:31])[CH3:30]. The product is [CH2:1]([O:8][N:9]1[C:15](=[O:16])[N:14]2[CH2:17][C@H:10]1[CH2:11][CH2:12][C@H:13]2[C:18]([NH:21][O:22][CH2:23][CH2:24][CH2:25][NH:26][C:27](=[O:33])[O:28][C:29]([CH3:31])([CH3:30])[CH3:32])=[O:20])[C:2]1[CH:3]=[CH:4][CH:5]=[CH:6][CH:7]=1. (5) The product is [NH2:1][C@@H:2]1[CH2:6][CH2:5][N:4]([C:8]2[S:9][C:10]([C:14]([O:16][CH2:17][CH3:18])=[O:15])=[C:11]([CH3:13])[N:12]=2)[CH2:3]1. No catalyst specified. The yield is 0.870. The reactants are [NH2:1][C@@H:2]1[CH2:6][CH2:5][NH:4][CH2:3]1.Br[C:8]1[S:9][C:10]([C:14]([O:16][CH2:17][CH3:18])=[O:15])=[C:11]([CH3:13])[N:12]=1.C(N(C(C)C)CC)(C)C.